This data is from Peptide-MHC class I binding affinity with 185,985 pairs from IEDB/IMGT. The task is: Regression. Given a peptide amino acid sequence and an MHC pseudo amino acid sequence, predict their binding affinity value. This is MHC class I binding data. (1) The peptide sequence is PLILAYFPVFRFL. The MHC is HLA-B15:03 with pseudo-sequence HLA-B15:03. The binding affinity (normalized) is 0. (2) The peptide sequence is TYGPVFMCL. The MHC is HLA-A33:01 with pseudo-sequence HLA-A33:01. The binding affinity (normalized) is 0.